Regression. Given two drug SMILES strings and cell line genomic features, predict the synergy score measuring deviation from expected non-interaction effect. From a dataset of NCI-60 drug combinations with 297,098 pairs across 59 cell lines. (1) Drug 1: CCC1(CC2CC(C3=C(CCN(C2)C1)C4=CC=CC=C4N3)(C5=C(C=C6C(=C5)C78CCN9C7C(C=CC9)(C(C(C8N6C)(C(=O)OC)O)OC(=O)C)CC)OC)C(=O)OC)O.OS(=O)(=O)O. Drug 2: CN(C(=O)NC(C=O)C(C(C(CO)O)O)O)N=O. Cell line: SF-268. Synergy scores: CSS=-1.18, Synergy_ZIP=-2.24, Synergy_Bliss=-4.13, Synergy_Loewe=-6.46, Synergy_HSA=-6.03. (2) Drug 2: C1=NC2=C(N=C(N=C2N1C3C(C(C(O3)CO)O)O)F)N. Cell line: K-562. Synergy scores: CSS=18.2, Synergy_ZIP=-1.37, Synergy_Bliss=4.34, Synergy_Loewe=3.66, Synergy_HSA=3.54. Drug 1: CC12CCC(CC1=CCC3C2CCC4(C3CC=C4C5=CN=CC=C5)C)O. (3) Drug 1: CC1=C(N=C(N=C1N)C(CC(=O)N)NCC(C(=O)N)N)C(=O)NC(C(C2=CN=CN2)OC3C(C(C(C(O3)CO)O)O)OC4C(C(C(C(O4)CO)O)OC(=O)N)O)C(=O)NC(C)C(C(C)C(=O)NC(C(C)O)C(=O)NCCC5=NC(=CS5)C6=NC(=CS6)C(=O)NCCC[S+](C)C)O. Cell line: A549. Synergy scores: CSS=42.3, Synergy_ZIP=2.05, Synergy_Bliss=2.36, Synergy_Loewe=-57.5, Synergy_HSA=1.40. Drug 2: C1CNP(=O)(OC1)N(CCCl)CCCl. (4) Drug 1: CC(C1=C(C=CC(=C1Cl)F)Cl)OC2=C(N=CC(=C2)C3=CN(N=C3)C4CCNCC4)N. Drug 2: CCC1(C2=C(COC1=O)C(=O)N3CC4=CC5=C(C=CC(=C5CN(C)C)O)N=C4C3=C2)O.Cl. Cell line: NCI-H522. Synergy scores: CSS=26.0, Synergy_ZIP=-3.02, Synergy_Bliss=0.000144, Synergy_Loewe=-25.5, Synergy_HSA=0.402. (5) Drug 1: CCC1=C2CN3C(=CC4=C(C3=O)COC(=O)C4(CC)O)C2=NC5=C1C=C(C=C5)O. Drug 2: CC1CCCC2(C(O2)CC(NC(=O)CC(C(C(=O)C(C1O)C)(C)C)O)C(=CC3=CSC(=N3)C)C)C. Cell line: OVCAR-4. Synergy scores: CSS=21.2, Synergy_ZIP=-1.55, Synergy_Bliss=-5.02, Synergy_Loewe=-10.8, Synergy_HSA=-8.24.